Dataset: NCI-60 drug combinations with 297,098 pairs across 59 cell lines. Task: Regression. Given two drug SMILES strings and cell line genomic features, predict the synergy score measuring deviation from expected non-interaction effect. (1) Drug 1: C1=NC2=C(N=C(N=C2N1C3C(C(C(O3)CO)O)O)F)N. Drug 2: C(=O)(N)NO. Cell line: NCIH23. Synergy scores: CSS=4.30, Synergy_ZIP=0.0337, Synergy_Bliss=0.247, Synergy_Loewe=-1.21, Synergy_HSA=-0.376. (2) Drug 1: CC1=CC2C(CCC3(C2CCC3(C(=O)C)OC(=O)C)C)C4(C1=CC(=O)CC4)C. Drug 2: CS(=O)(=O)CCNCC1=CC=C(O1)C2=CC3=C(C=C2)N=CN=C3NC4=CC(=C(C=C4)OCC5=CC(=CC=C5)F)Cl. Cell line: MALME-3M. Synergy scores: CSS=-2.99, Synergy_ZIP=4.16, Synergy_Bliss=4.41, Synergy_Loewe=-0.435, Synergy_HSA=-0.708.